From a dataset of Forward reaction prediction with 1.9M reactions from USPTO patents (1976-2016). Predict the product of the given reaction. (1) Given the reactants [C:1](=[O:25])([O:17][CH2:18][CH:19]1[CH2:23][CH2:22][C:21](=O)[NH:20]1)[O:2][CH2:3][CH:4]1[C:16]2[CH:15]=[CH:14][CH:13]=[CH:12][C:11]=2[C:10]2[C:5]1=[CH:6][CH:7]=[CH:8][CH:9]=2.[NH2:26][C:27]1[C:28]([C:34]([OH:36])=O)=[N:29][CH:30]=[C:31]([Br:33])[CH:32]=1.O=P(Cl)(Cl)Cl, predict the reaction product. The product is: [C:1](=[O:25])([O:17][CH2:18][CH:19]1[N:20]2[C:34](=[O:36])[C:28]3[N:29]=[CH:30][C:31]([Br:33])=[CH:32][C:27]=3[N:26]=[C:21]2[CH2:22][CH2:23]1)[O:2][CH2:3][CH:4]1[C:16]2[CH:15]=[CH:14][CH:13]=[CH:12][C:11]=2[C:10]2[C:5]1=[CH:6][CH:7]=[CH:8][CH:9]=2. (2) Given the reactants [CH3:1][NH:2][C:3]([C:5]1[C:13]2[C:8](=[CH:9][CH:10]=[CH:11][CH:12]=2)[NH:7][N:6]=1)=[O:4].C(C1C2C(=CC=CC=2)N([CH2:26][C:27]([OH:29])=[O:28])N=1)(=O)N, predict the reaction product. The product is: [CH3:1][NH:2][C:3]([C:5]1[C:13]2[C:8](=[CH:9][CH:10]=[CH:11][CH:12]=2)[N:7]([CH2:26][C:27]([OH:29])=[O:28])[N:6]=1)=[O:4]. (3) Given the reactants [H-].[Na+].[CH3:3][O:4][CH2:5][O:6][C:7]1[C:12]([C:13]2[CH:18]=[CH:17][CH:16]=[C:15]([Cl:19])[CH:14]=2)=[CH:11][C:10]([C:20](=[O:28])[NH:21][CH2:22][C:23]2([CH2:26][OH:27])[CH2:25][CH2:24]2)=[CH:9][C:8]=1[C:29]1[CH:34]=[CH:33][CH:32]=[C:31]([Cl:35])[CH:30]=1.C1OCCOCCOCCOCCOC1.[I-].[C:52]1([CH2:58][CH2:59][CH2:60][CH2:61]Br)[CH:57]=[CH:56][CH:55]=[CH:54][CH:53]=1, predict the reaction product. The product is: [CH3:3][O:4][CH2:5][O:6][C:7]1[C:8]([C:29]2[CH:34]=[CH:33][CH:32]=[C:31]([Cl:35])[CH:30]=2)=[CH:9][C:10]([C:20](=[O:28])[NH:21][CH2:22][C:23]2([CH2:26][O:27][CH2:61][CH2:60][CH2:59][CH2:58][C:52]3[CH:57]=[CH:56][CH:55]=[CH:54][CH:53]=3)[CH2:24][CH2:25]2)=[CH:11][C:12]=1[C:13]1[CH:18]=[CH:17][CH:16]=[C:15]([Cl:19])[CH:14]=1. (4) Given the reactants [CH3:1][Si:2]([CH3:9])(C)[NH:3][Si:4](C)(C)C.[Cl-].[Al+3].[Cl-].[Cl-].Cl[Si](Cl)(C)C.Cl[Si](C)(C)C.[CH2:24]([NH:26][CH2:27][CH3:28])[CH3:25], predict the reaction product. The product is: [CH2:24]([N:26]([Si:2]([CH3:9])([CH3:1])[NH:3][SiH3:4])[CH2:27][CH3:28])[CH3:25]. (5) Given the reactants [C:1]([O:5][C:6]([NH:8][CH2:9][CH2:10][CH2:11][C:12]1[CH:13]=[C:14]([NH:19]/[C:20](/[NH:32]C(=O)OCC2C=CC=CC=2)=[N:21]/C(=O)OCC2C=CC=CC=2)[C:15]([CH3:18])=[N:16][CH:17]=1)=[O:7])([CH3:4])([CH3:3])[CH3:2], predict the reaction product. The product is: [NH2:32][C:20]([NH:19][C:14]1[CH:13]=[C:12]([CH2:11][CH2:10][CH2:9][NH:8][C:6](=[O:7])[O:5][C:1]([CH3:3])([CH3:2])[CH3:4])[CH:17]=[N:16][C:15]=1[CH3:18])=[NH:21].